This data is from Peptide-MHC class I binding affinity with 185,985 pairs from IEDB/IMGT. The task is: Regression. Given a peptide amino acid sequence and an MHC pseudo amino acid sequence, predict their binding affinity value. This is MHC class I binding data. (1) The peptide sequence is LTMVAGAVW. The MHC is HLA-B15:01 with pseudo-sequence HLA-B15:01. The binding affinity (normalized) is 0.557. (2) The peptide sequence is IRKPKHLYV. The binding affinity (normalized) is 0.0847. The MHC is HLA-A02:19 with pseudo-sequence HLA-A02:19. (3) The binding affinity (normalized) is 0.192. The peptide sequence is LTSWIRYI. The MHC is Mamu-A02 with pseudo-sequence Mamu-A02. (4) The peptide sequence is MPDTLFEGV. The MHC is HLA-B15:17 with pseudo-sequence HLA-B15:17. The binding affinity (normalized) is 0.0847. (5) The peptide sequence is VLLISDPGL. The MHC is HLA-A25:01 with pseudo-sequence HLA-A25:01. The binding affinity (normalized) is 0.0847. (6) The peptide sequence is YLYPWSLGL. The binding affinity (normalized) is 1.00. The MHC is HLA-A02:03 with pseudo-sequence HLA-A02:03. (7) The peptide sequence is LYPTFYCLF. The MHC is HLA-B45:06 with pseudo-sequence HLA-B45:06. The binding affinity (normalized) is 0.213. (8) The binding affinity (normalized) is 0.292. The MHC is HLA-A80:01 with pseudo-sequence HLA-A80:01. The peptide sequence is ATAWRTGGY. (9) The peptide sequence is DHLKEKSSL. The MHC is HLA-A29:02 with pseudo-sequence HLA-A29:02. The binding affinity (normalized) is 0.0847.